Dataset: TCR-epitope binding with 47,182 pairs between 192 epitopes and 23,139 TCRs. Task: Binary Classification. Given a T-cell receptor sequence (or CDR3 region) and an epitope sequence, predict whether binding occurs between them. (1) The epitope is GILGFVFTL. The TCR CDR3 sequence is CASSTGAYGYTF. Result: 1 (the TCR binds to the epitope). (2) The epitope is NLSALGIFST. The TCR CDR3 sequence is CASSYGDPEYSYEQYF. Result: 0 (the TCR does not bind to the epitope). (3) The epitope is LPPIVAKEI. The TCR CDR3 sequence is CASSPPNTPPLHF. Result: 0 (the TCR does not bind to the epitope). (4) The epitope is LQPFPQPELPYPQPQ. The TCR CDR3 sequence is CASSIRSTDTQYF. Result: 1 (the TCR binds to the epitope). (5) The TCR CDR3 sequence is CAWTGTGKIGWDSPLHF. The epitope is RAKFKQLL. Result: 1 (the TCR binds to the epitope). (6) The epitope is VSFIEFVGW. The TCR CDR3 sequence is CASSKTGTEAFF. Result: 0 (the TCR does not bind to the epitope). (7) The epitope is VLWAHGFEL. The TCR CDR3 sequence is CASSQSLGQAQYF. Result: 1 (the TCR binds to the epitope). (8) The epitope is FLYALALLL. The TCR CDR3 sequence is CASSPQGGNYGYTF. Result: 1 (the TCR binds to the epitope). (9) The epitope is VLAWLYAAV. The TCR CDR3 sequence is CASSLANGGNEQFF. Result: 0 (the TCR does not bind to the epitope). (10) The epitope is AMFWSVPTV. The TCR CDR3 sequence is CASSFSRNYEQYF. Result: 0 (the TCR does not bind to the epitope).